This data is from Forward reaction prediction with 1.9M reactions from USPTO patents (1976-2016). The task is: Predict the product of the given reaction. (1) Given the reactants [Br:1][C:2]1[C:3](F)=[C:4]2[C:10]([NH:11][C:12](=[O:15])[CH2:13][OH:14])=[CH:9][NH:8][C:5]2=[N:6][CH:7]=1.[NH:17]1[CH2:22][CH2:21][CH2:20][C@@H:19]([NH:23][C:24](=[O:30])[O:25][C:26]([CH3:29])([CH3:28])[CH3:27])[CH2:18]1.CCN(C(C)C)C(C)C.CC#N.O, predict the reaction product. The product is: [Br:1][C:2]1[C:3]([N:17]2[CH2:22][CH2:21][CH2:20][C@@H:19]([NH:23][C:24](=[O:30])[O:25][C:26]([CH3:28])([CH3:27])[CH3:29])[CH2:18]2)=[C:4]2[C:10]([NH:11][C:12](=[O:15])[CH2:13][OH:14])=[CH:9][NH:8][C:5]2=[N:6][CH:7]=1. (2) Given the reactants Cl.[Br:2][C:3]1[CH:4]=[C:5]([NH:9][NH2:10])[CH:6]=[CH:7][CH:8]=1.[CH2:11]([O:13][C:14](=[O:21])[C:15](=O)[CH2:16][C:17](=O)[CH3:18])[CH3:12], predict the reaction product. The product is: [Br:2][C:3]1[CH:4]=[C:5]([N:9]2[C:17]([CH3:18])=[CH:16][C:15]([C:14]([O:13][CH2:11][CH3:12])=[O:21])=[N:10]2)[CH:6]=[CH:7][CH:8]=1.